This data is from Forward reaction prediction with 1.9M reactions from USPTO patents (1976-2016). The task is: Predict the product of the given reaction. (1) Given the reactants Cl[C:2]1[N:3]=[N:4][C:5]([CH3:24])=[C:6]([C:18]2[CH:23]=[CH:22][CH:21]=[CH:20][CH:19]=2)[C:7]=1[C:8]1[CH:13]=[C:12]([O:14][CH3:15])[CH:11]=[C:10]([O:16][CH3:17])[CH:9]=1.COC1[CH:28]=[C:29]([C:35]2C(=O)N[N:38]=[C:39](C)[C:40]=2C2C=CC=CC=2)C=C(OC)C=1.C[Sn](C)(C)C1C=CC=CN=1, predict the reaction product. The product is: [CH3:17][O:16][C:10]1[CH:9]=[C:8]([C:7]2[C:6]([C:18]3[CH:23]=[CH:22][CH:21]=[CH:20][CH:19]=3)=[C:5]([CH3:24])[N:4]=[N:3][C:2]=2[C:39]2[CH:40]=[CH:35][CH:29]=[CH:28][N:38]=2)[CH:13]=[C:12]([O:14][CH3:15])[CH:11]=1. (2) Given the reactants [Cl:1][C:2]1[CH:7]=[CH:6][C:5]([CH2:8][C:9]([OH:11])=O)=[CH:4][N:3]=1.[F:12][C:13]1[CH:14]=[C:15]([CH:18]=[CH:19][CH:20]=1)[CH2:16][NH2:17].C1CN([P+](ON2N=NC3C=CC=CC2=3)(N2CCCC2)N2CCCC2)CC1.F[P-](F)(F)(F)(F)F.CCN(C(C)C)C(C)C, predict the reaction product. The product is: [Cl:1][C:2]1[N:3]=[CH:4][C:5]([CH2:8][C:9]([NH:17][CH2:16][C:15]2[CH:18]=[CH:19][CH:20]=[C:13]([F:12])[CH:14]=2)=[O:11])=[CH:6][CH:7]=1.